Dataset: Reaction yield outcomes from USPTO patents with 853,638 reactions. Task: Predict the reaction yield, written as a fraction of the theoretical maximum amount of product (1.0 means a 100% yield; for example, 0.34 means a 34% yield). The reactants are [F:1][C:2]([F:14])([F:13])[C:3]([NH:5][C:6]1[CH:11]=[CH:10][C:9]([Cl:12])=[CH:8][CH:7]=1)=O.P([Cl:31])(OC1C=CC=CC=1)(OC1C=CC=CC=1)=O.C(N(CC)CC)C.C(#N)C. The catalyst is C(OCC)(=O)C. The product is [Cl:12][C:9]1[CH:10]=[CH:11][C:6]([N:5]=[C:3]([Cl:31])[C:2]([F:14])([F:13])[F:1])=[CH:7][CH:8]=1. The yield is 0.786.